Dataset: Forward reaction prediction with 1.9M reactions from USPTO patents (1976-2016). Task: Predict the product of the given reaction. (1) Given the reactants [F:1][C:2]1[CH:33]=[CH:32][C:5]([O:6][C:7]2[CH:12]=[CH:11][C:10]([S:13]([N:16]([C:22]3([C:28](=[O:31])[NH:29][OH:30])[CH2:27]COC[CH2:23]3)[CH2:17][CH2:18][C:19]([OH:21])=[O:20])(=[O:15])=[O:14])=[CH:9][CH:8]=2)=[CH:4][CH:3]=1.ONC(C1(NS(C2C=CC(OC3C=CC(F)=CC=3)=CC=2)(=O)=O)CCOC1)=O, predict the reaction product. The product is: [F:1][C:2]1[CH:3]=[CH:4][C:5]([O:6][C:7]2[CH:8]=[CH:9][C:10]([S:13]([N:16]([C:22]([C:28](=[O:31])[NH:29][OH:30])([CH3:27])[CH3:23])[CH2:17][CH2:18][C:19]([OH:21])=[O:20])(=[O:15])=[O:14])=[CH:11][CH:12]=2)=[CH:32][CH:33]=1. (2) The product is: [F:18][C:3]1[CH:4]=[CH:5][C:6]([O:8][CH2:9][C:10]2[CH:15]=[CH:14][C:13]([O:16][CH3:17])=[CH:12][CH:11]=2)=[CH:7][C:2]=1[B:19]1[O:23][C:22]([CH3:25])([CH3:24])[C:21]([CH3:27])([CH3:26])[O:20]1. Given the reactants Br[C:2]1[CH:7]=[C:6]([O:8][CH2:9][C:10]2[CH:15]=[CH:14][C:13]([O:16][CH3:17])=[CH:12][CH:11]=2)[CH:5]=[CH:4][C:3]=1[F:18].[B:19]1([B:19]2[O:23][C:22]([CH3:25])([CH3:24])[C:21]([CH3:27])([CH3:26])[O:20]2)[O:23][C:22]([CH3:25])([CH3:24])[C:21]([CH3:27])([CH3:26])[O:20]1.C([O-])(=O)C.[K+].C1(P(C2CCCCC2)C2CCCCC2)CCCCC1, predict the reaction product. (3) Given the reactants [CH3:1][N:2]([CH3:33])[C:3](=[O:32])[NH:4][C:5]1[CH:10]=[C:9]([CH:11]=[N:12][C:13]2[CH:31]=[CH:30][CH:29]=[CH:28][C:14]=2[C:15]([NH:17][C:18]2[CH:19]=[CH:20][C:21]3[C:25]([CH:26]=2)=[N:24][N:23]([CH3:27])[CH:22]=3)=[O:16])[CH:8]=[CH:7][N:6]=1.C([SiH](CC)CC)C.[OH-].[Na+], predict the reaction product. The product is: [CH3:1][N:2]([CH3:33])[C:3](=[O:32])[NH:4][C:5]1[CH:10]=[C:9]([CH2:11][NH:12][C:13]2[CH:31]=[CH:30][CH:29]=[CH:28][C:14]=2[C:15]([NH:17][C:18]2[CH:19]=[CH:20][C:21]3[C:25]([CH:26]=2)=[N:24][N:23]([CH3:27])[CH:22]=3)=[O:16])[CH:8]=[CH:7][N:6]=1.